From a dataset of Forward reaction prediction with 1.9M reactions from USPTO patents (1976-2016). Predict the product of the given reaction. (1) The product is: [C:1]([O:5][C:6](=[O:22])[NH:7][C:8]1[CH:13]=[CH:12][C:11]([C:14]2([OH:21])[CH2:19][CH2:18][CH:17]([N:23]3[CH2:26][CH:25]([NH:27][C:28](=[O:29])[CH2:30][NH:31][C:32](=[O:43])[C:33]4[CH:38]=[CH:37][CH:36]=[C:35]([C:39]([F:41])([F:42])[F:40])[CH:34]=4)[CH2:24]3)[CH2:16][CH2:15]2)=[CH:10][CH:9]=1)([CH3:4])([CH3:3])[CH3:2]. Given the reactants [C:1]([O:5][C:6](=[O:22])[NH:7][C:8]1[CH:13]=[CH:12][C:11]([C:14]2([OH:21])[CH2:19][CH2:18][C:17](=O)[CH2:16][CH2:15]2)=[CH:10][CH:9]=1)([CH3:4])([CH3:3])[CH3:2].[NH:23]1[CH2:26][CH:25]([NH:27][C:28]([CH2:30][NH:31][C:32](=[O:43])[C:33]2[CH:38]=[CH:37][CH:36]=[C:35]([C:39]([F:42])([F:41])[F:40])[CH:34]=2)=[O:29])[CH2:24]1, predict the reaction product. (2) Given the reactants [C:1]([C:3]1[CH:4]=[C:5]2[C:9](=[CH:10][CH:11]=1)[NH:8][C:7](=[O:12])[CH2:6]2)#[N:2].[Cl:13][C:14]1[N:19]=[CH:18][C:17]([S:20]([N:23]2[CH2:28][CH2:27][N:26]([CH2:29][CH2:30][CH:31]([CH3:33])[CH3:32])[CH2:25][CH2:24]2)(=[O:22])=[O:21])=[CH:16][CH:15]=1, predict the reaction product. The product is: [ClH:13].[OH:12][C:7]1[NH:8][C:9]2[C:5]([C:6]=1[C:14]1[CH:15]=[CH:16][C:17]([S:20]([N:23]3[CH2:28][CH2:27][N:26]([CH2:29][CH2:30][CH:31]([CH3:33])[CH3:32])[CH2:25][CH2:24]3)(=[O:22])=[O:21])=[CH:18][N:19]=1)=[CH:4][C:3]([C:1]#[N:2])=[CH:11][CH:10]=2. (3) Given the reactants [F:1][C:2]1[CH:7]=[C:6]([O:8][CH2:9][C:10]2[CH:15]=[CH:14][CH:13]=[C:12]([F:16])[CH:11]=2)[CH:5]=[CH:4][C:3]=1[NH2:17].[C:18]([OH:26])(=[O:25])[C:19]([CH2:21][C:22](O)=[O:23])=[CH2:20], predict the reaction product. The product is: [F:1][C:2]1[CH:7]=[C:6]([O:8][CH2:9][C:10]2[CH:15]=[CH:14][CH:13]=[C:12]([F:16])[CH:11]=2)[CH:5]=[CH:4][C:3]=1[N:17]1[C:22](=[O:23])[CH2:21][CH:19]([C:18]([OH:26])=[O:25])[CH2:20]1. (4) Given the reactants [Cl:1][C:2]1[CH:10]=[C:9]2[C:5]([C:6]([C:11]([C:13]3[C:14](NC4CCCC4)=[N:15][CH:16]=[CH:17][CH:18]=3)=[O:12])=[CH:7][NH:8]2)=[CH:4][CH:3]=1.C1(N)CCCC1.[Cl:31][C:32]1[CH:39]=[CH:38][C:35]([CH2:36][NH2:37])=[CH:34][CH:33]=1, predict the reaction product. The product is: [Cl:1][C:2]1[CH:10]=[C:9]2[C:5]([C:6]([C:11]([C:13]3[C:14]([NH:37][CH2:36][C:35]4[CH:38]=[CH:39][C:32]([Cl:31])=[CH:33][CH:34]=4)=[N:15][CH:16]=[CH:17][CH:18]=3)=[O:12])=[CH:7][NH:8]2)=[CH:4][CH:3]=1. (5) Given the reactants [Cl:1][C:2]1[CH:7]=[CH:6][C:5]([CH2:8][C@H:9]([NH:27]C(=O)OC(C)(C)C)[CH2:10][CH2:11][N:12]2[CH:16]=[C:15]([C:17]3[CH:18]=[C:19]4[C:23](=[CH:24][CH:25]=3)[NH:22]C(=O)C4)[CH:14]=[N:13]2)=[CH:4][CH:3]=1.[C:35]([OH:41])(C(F)(F)F)=[O:36], predict the reaction product. The product is: [NH2:27][C@@H:9]([CH2:8][C:5]1[CH:6]=[CH:7][C:2]([Cl:1])=[CH:3][CH:4]=1)[CH2:10][CH2:11][N:12]1[CH:16]=[C:15]([C:17]2[CH:25]=[CH:24][C:23]3[NH:22][C:35](=[O:36])[O:41][C:19]=3[CH:18]=2)[CH:14]=[N:13]1. (6) The product is: [F:8][C:9]1[CH:10]=[CH:11][C:12]([NH:13][C:14]2[CH:26]=[C:25]([C:27]3[CH:32]=[CH:31][C:30]([CH2:33][OH:34])=[CH:29][CH:28]=3)[CH:24]=[CH:23][C:15]=2[C:16]([OH:18])=[O:17])=[CH:35][CH:36]=1. Given the reactants FC(F)(F)C(O)=O.[F:8][C:9]1[CH:36]=[CH:35][C:12]([NH:13][C:14]2[CH:26]=[C:25]([C:27]3[CH:32]=[CH:31][C:30]([CH2:33][OH:34])=[CH:29][CH:28]=3)[CH:24]=[CH:23][C:15]=2[C:16]([O:18]C(C)(C)C)=[O:17])=[CH:11][CH:10]=1, predict the reaction product. (7) Given the reactants [F:1][C:2]1[C:7]([F:8])=[CH:6][CH:5]=[CH:4][C:3]=1[C:9]1[N:17]=[C:12]2[CH:13]=[N:14][NH:15][CH:16]=[C:11]2[N:10]=1.[CH2:18]([C:22]1[CH:27]=[CH:26][C:25]([C:28]2[CH:32]=[C:31]([CH2:33]Cl)[O:30][N:29]=2)=[CH:24][N:23]=1)[CH2:19][CH2:20][CH3:21], predict the reaction product. The product is: [CH2:18]([C:22]1[N:23]=[CH:24][C:25]([C:28]2[CH:32]=[C:31]([CH2:33][N:14]3[CH:13]=[C:12]4[N:17]=[C:9]([C:3]5[CH:4]=[CH:5][CH:6]=[C:7]([F:8])[C:2]=5[F:1])[N:10]=[C:11]4[CH:16]=[N:15]3)[O:30][N:29]=2)=[CH:26][CH:27]=1)[CH2:19][CH2:20][CH3:21].